Dataset: Peptide-MHC class II binding affinity with 134,281 pairs from IEDB. Task: Regression. Given a peptide amino acid sequence and an MHC pseudo amino acid sequence, predict their binding affinity value. This is MHC class II binding data. (1) The peptide sequence is ITDTTIGTGDDCISI. The MHC is HLA-DQA10101-DQB10501 with pseudo-sequence HLA-DQA10101-DQB10501. The binding affinity (normalized) is 0.556. (2) The peptide sequence is KPVSQMRMATP. The MHC is H-2-IAb with pseudo-sequence H-2-IAb. The binding affinity (normalized) is 0.